Dataset: Full USPTO retrosynthesis dataset with 1.9M reactions from patents (1976-2016). Task: Predict the reactants needed to synthesize the given product. (1) Given the product [Cl:1][C:2]1[C:3]([C:4]([OH:6])=[O:5])=[CH:7][CH:8]=[C:9]([C:17]2[CH:16]=[C:15]([CH3:22])[CH:14]=[C:13]([F:12])[N:18]=2)[N:10]=1, predict the reactants needed to synthesize it. The reactants are: [Cl:1][C:2]1[N:10]=[C:9](Cl)[CH:8]=[CH:7][C:3]=1[C:4]([OH:6])=[O:5].[F:12][C:13]1[N:18]=[C:17](B(O)O)[CH:16]=[C:15]([CH3:22])[CH:14]=1.C([O-])([O-])=O.[K+].[K+]. (2) Given the product [ClH:1].[OH:48][CH2:47][CH2:46][O:45][CH2:44][CH2:43][O:49][CH2:50][CH2:51][O:36][C:35](=[O:37])[C:34]1[CH:38]=[CH:39][C:31]([NH:30][C:28]([C@H:9]2[C@H:8]([C:4]3[CH:5]=[CH:6][CH:7]=[C:2]([Cl:1])[C:3]=3[F:42])[C@:12]([C:15]3[CH:20]=[CH:19][C:18]([Cl:21])=[CH:17][C:16]=3[F:22])([C:13]#[N:14])[C@H:11]([CH2:23][C:24]([CH3:26])([CH3:27])[CH3:25])[NH:10]2)=[O:29])=[C:32]([O:40][CH3:41])[CH:33]=1, predict the reactants needed to synthesize it. The reactants are: [Cl:1][C:2]1[C:3]([F:42])=[C:4]([C@@H:8]2[C@:12]([C:15]3[CH:20]=[CH:19][C:18]([Cl:21])=[CH:17][C:16]=3[F:22])([C:13]#[N:14])[C@H:11]([CH2:23][C:24]([CH3:27])([CH3:26])[CH3:25])[NH:10][C@H:9]2[C:28]([NH:30][C:31]2[CH:39]=[CH:38][C:34]([C:35]([OH:37])=[O:36])=[CH:33][C:32]=2[O:40][CH3:41])=[O:29])[CH:5]=[CH:6][CH:7]=1.[CH2:43]([O:49][CH2:50][CH2:51]O)[CH2:44][O:45][CH2:46][CH2:47][OH:48]. (3) Given the product [C:1](=[NH:18])([C:9]1[CH:14]=[CH:13][CH:12]=[CH:11][CH:10]=1)[C:2]1[CH:7]=[CH:6][CH:5]=[CH:4][CH:3]=1.[CH2:15]([OH:16])[CH3:17], predict the reactants needed to synthesize it. The reactants are: [C:1]([C:9]1[CH:14]=[CH:13][CH:12]=[CH:11][CH:10]=1)(=O)[C:2]1[CH:7]=[CH:6][CH:5]=[CH:4][CH:3]=1.[CH2:15]([CH2:17][NH2:18])[OH:16].C1(C)C=CC(S(O)(=O)=O)=CC=1.C1(C)C=CC=CC=1. (4) Given the product [CH3:1][NH:4][C:23]([C:18]12[CH2:21][CH2:22][C:15]([CH2:10][CH2:11][CH2:12][CH2:13][CH3:14])([CH2:20][CH2:19]1)[CH2:16][CH2:17]2)=[O:25], predict the reactants needed to synthesize it. The reactants are: [CH:1]([N:4](CC)C(C)C)(C)C.[CH2:10]([C:15]12[CH2:22][CH2:21][C:18]([C:23]([OH:25])=O)([CH2:19][CH2:20]1)[CH2:17][CH2:16]2)[CH2:11][CH2:12][CH2:13][CH3:14].Cl.CN.